Dataset: Forward reaction prediction with 1.9M reactions from USPTO patents (1976-2016). Task: Predict the product of the given reaction. (1) Given the reactants C([N:8]1[CH2:12][CH2:11][CH:10]([CH2:13][CH2:14][NH:15][C:16]([O:18][C:19]([CH3:22])([CH3:21])[CH3:20])=[O:17])[CH2:9]1)C1C=CC=CC=1, predict the reaction product. The product is: [C:19]([O:18][C:16]([NH:15][CH2:14][CH2:13][CH:10]1[CH2:11][CH2:12][NH:8][CH2:9]1)=[O:17])([CH3:22])([CH3:20])[CH3:21]. (2) The product is: [ClH:5].[Cl:27][C:28]1[CH:34]=[CH:33][C:31]([NH:32][C:6]2[C:15]3[C:10](=[CH:11][C:12]([O:18][CH2:19][CH:20]4[CH2:25][CH2:24][N:23]([CH3:26])[CH2:22][CH2:21]4)=[C:13]([O:16][CH3:17])[CH:14]=3)[N:9]=[CH:8][N:7]=2)=[C:30]([F:35])[CH:29]=1. Given the reactants Cl.C(O)C.[Cl:5][C:6]1[C:15]2[C:10](=[CH:11][C:12]([O:18][CH2:19][CH:20]3[CH2:25][CH2:24][N:23]([CH3:26])[CH2:22][CH2:21]3)=[C:13]([O:16][CH3:17])[CH:14]=2)[N:9]=[CH:8][N:7]=1.[Cl:27][C:28]1[CH:34]=[CH:33][C:31]([NH2:32])=[C:30]([F:35])[CH:29]=1, predict the reaction product. (3) Given the reactants C([O:4][CH2:5][C:6]1[CH:11]=[C:10]([CH2:12][O:13]C(=O)C)[CH:9]=[CH:8][C:7]=1[Br:17])(=O)C.C(OCC1C=CC=C(COC(=O)C)C=1Br)(=O)C.[OH-].[Na+], predict the reaction product. The product is: [OH:4][CH2:5][C:6]1[CH:11]=[C:10]([CH2:12][OH:13])[CH:9]=[CH:8][C:7]=1[Br:17]. (4) The product is: [CH3:23][O:24][C:25](=[O:33])[CH2:26][CH2:27][CH2:28][S:29](=[O:31])(=[O:32])[NH:30][C:19](=[O:20])[CH2:18][O:17][C:12]1[CH:13]=[CH:14][CH:15]=[C:16]2[C:11]=1[CH:10]=[C:9]([CH3:22])[N:8]2[CH2:1][C:2]1[CH:7]=[CH:6][CH:5]=[CH:4][CH:3]=1. Given the reactants [CH2:1]([N:8]1[C:16]2[C:11](=[C:12]([O:17][CH2:18][C:19](O)=[O:20])[CH:13]=[CH:14][CH:15]=2)[CH:10]=[C:9]1[CH3:22])[C:2]1[CH:7]=[CH:6][CH:5]=[CH:4][CH:3]=1.[CH3:23][O:24][C:25](=[O:33])[CH2:26][CH2:27][CH2:28][S:29](=[O:32])(=[O:31])[NH2:30].CCN=C=NCCCN(C)C, predict the reaction product. (5) The product is: [CH:1]1([C:7]2[C:15]3[C:10](=[CH:11][C:12]([C:16]([OH:18])=[O:17])=[CH:13][CH:14]=3)[NH:9][C:8]=2[C:20]2[CH:25]=[CH:24][CH:23]=[CH:22][CH:21]=2)[CH2:2][CH2:3][CH2:4][CH2:5][CH2:6]1. Given the reactants [CH:1]1([C:7]2[C:15]3[C:10](=[CH:11][C:12]([C:16]([O:18]C)=[O:17])=[CH:13][CH:14]=3)[NH:9][C:8]=2[C:20]2[CH:25]=[CH:24][CH:23]=[CH:22][CH:21]=2)[CH2:6][CH2:5][CH2:4][CH2:3][CH2:2]1.B(Br)(Br)Br, predict the reaction product. (6) Given the reactants Cl[C:2]1[N:3]=[C:4]([N:17]2[CH2:22][CH2:21][O:20][CH2:19][CH2:18]2)[C:5]2[S:10][C:9]([C:11]3([O:15][CH3:16])[CH2:14][O:13][CH2:12]3)=[CH:8][C:6]=2[N:7]=1.[CH3:23][N:24]([C:32]1[N:37]=[CH:36][C:35](B2OC(C)(C)C(C)(C)O2)=[CH:34][N:33]=1)C(=O)OC(C)(C)C, predict the reaction product. The product is: [CH3:16][O:15][C:11]1([C:9]2[S:10][C:5]3[C:4]([N:17]4[CH2:22][CH2:21][O:20][CH2:19][CH2:18]4)=[N:3][C:2]([C:35]4[CH:34]=[N:33][C:32]([NH:24][CH3:23])=[N:37][CH:36]=4)=[N:7][C:6]=3[CH:8]=2)[CH2:14][O:13][CH2:12]1. (7) Given the reactants [CH3:1][O:2][C:3]1[CH:8]=[CH:7][C:6]([C:9]([N:11]2[CH2:16][CH2:15][NH:14][CH2:13][CH2:12]2)=[O:10])=[CH:5][C:4]=1[CH2:17][CH2:18][N:19]1[CH2:24][CH2:23][CH:22]([N:25]2[C:33]3[C:28](=[CH:29][CH:30]=[C:31]([C:34]([NH2:36])=[O:35])[CH:32]=3)[CH:27]=[CH:26]2)[CH2:21][CH2:20]1.[C:37](OC(=O)C)(=[O:39])[CH3:38].N1C=CC=CC=1, predict the reaction product. The product is: [C:37]([N:14]1[CH2:15][CH2:16][N:11]([C:9]([C:6]2[CH:7]=[CH:8][C:3]([O:2][CH3:1])=[C:4]([CH2:17][CH2:18][N:19]3[CH2:20][CH2:21][CH:22]([N:25]4[C:33]5[C:28](=[CH:29][CH:30]=[C:31]([C:34]([NH2:36])=[O:35])[CH:32]=5)[CH:27]=[CH:26]4)[CH2:23][CH2:24]3)[CH:5]=2)=[O:10])[CH2:12][CH2:13]1)(=[O:39])[CH3:38].